Predict the product of the given reaction. From a dataset of Forward reaction prediction with 1.9M reactions from USPTO patents (1976-2016). (1) Given the reactants Br[C:2]1[C:11]2[N:10]=[CH:9][C:8](=[O:12])[NH:7][C:6]=2[N:5]=[C:4]([S:13][CH2:14][C:15]2[CH:20]=[CH:19][CH:18]=[C:17]([Cl:21])[C:16]=2[F:22])[N:3]=1.[NH2:23][CH:24]([CH2:27][OH:28])[CH2:25][OH:26], predict the reaction product. The product is: [Cl:21][C:17]1[C:16]([F:22])=[C:15]([CH2:14][S:13][C:4]2[N:3]=[C:2]([NH:23][CH:24]([CH2:27][OH:28])[CH2:25][OH:26])[C:11]3[N:10]=[CH:9][C:8](=[O:12])[NH:7][C:6]=3[N:5]=2)[CH:20]=[CH:19][CH:18]=1. (2) Given the reactants [CH3:1][O:2][C:3]1[N:8]=[CH:7][C:6]([C:9]2[N:17]3[C:12]([CH:13]=[N:14][C:15]([OH:18])=[N:16]3)=[CH:11][CH:10]=2)=[CH:5][CH:4]=1.C1C=CC(N(S([C:29]([F:32])([F:31])[F:30])(=O)=O)S([C:29]([F:32])([F:31])[F:30])(=O)=O)=CC=1.C(N(CC)C(C)C)(C)C.CN(C)C=[O:52].[NH2:54][C:55]1[CH:60]=[CH:59][C:58]([C:61]([N:63]2[CH2:68][CH2:67][O:66][CH2:65][CH2:64]2)=[O:62])=[CH:57][CH:56]=1, predict the reaction product. The product is: [F:30][C:29]([F:32])([F:31])[C:15]([OH:18])=[O:52].[CH3:1][O:2][C:3]1[N:8]=[CH:7][C:6]([C:9]2[N:17]3[C:12]([CH:13]=[N:14][C:15]([NH:54][C:55]4[CH:56]=[CH:57][C:58]([C:61]([N:63]5[CH2:64][CH2:65][O:66][CH2:67][CH2:68]5)=[O:62])=[CH:59][CH:60]=4)=[N:16]3)=[CH:11][CH:10]=2)=[CH:5][CH:4]=1. (3) Given the reactants [C:1]([O:5][C:6](=[O:22])[NH:7][C:8]1[CH:13]=[CH:12][C:11]([C:14]2[CH:19]=[CH:18][CH:17]=[CH:16][C:15]=2[F:20])=[CH:10][C:9]=1[NH2:21])([CH3:4])([CH3:3])[CH3:2].C([O:27][C:28](=O)[CH2:29][C:30]([C:32]1[CH:37]=[CH:36][CH:35]=[C:34]([C:38]2[N:39]=[N:40][C:41]([O:44][CH3:45])=[CH:42][CH:43]=2)[CH:33]=1)=[O:31])(C)(C)C, predict the reaction product. The product is: [C:1]([O:5][C:6](=[O:22])[NH:7][C:8]1[CH:13]=[CH:12][C:11]([C:14]2[CH:19]=[CH:18][CH:17]=[CH:16][C:15]=2[F:20])=[CH:10][C:9]=1[NH:21][C:28](=[O:27])[CH2:29][C:30]([C:32]1[CH:37]=[CH:36][CH:35]=[C:34]([C:38]2[N:39]=[N:40][C:41]([O:44][CH3:45])=[CH:42][CH:43]=2)[CH:33]=1)=[O:31])([CH3:4])([CH3:2])[CH3:3]. (4) Given the reactants CS(C)=O.[I-].[CH3:6][S+](C)(C)=O.[H-].[Na+].[CH2:13]([O:20][C:21]1[CH:26]=[CH:25][N:24]([C:27](=[CH2:33])[C:28]([O:30][CH2:31][CH3:32])=[O:29])[C:23](=[O:34])[CH:22]=1)[C:14]1[CH:19]=[CH:18][CH:17]=[CH:16][CH:15]=1, predict the reaction product. The product is: [CH2:13]([O:20][C:21]1[CH:26]=[CH:25][N:24]([C:27]2([C:28]([O:30][CH2:31][CH3:32])=[O:29])[CH2:6][CH2:33]2)[C:23](=[O:34])[CH:22]=1)[C:14]1[CH:15]=[CH:16][CH:17]=[CH:18][CH:19]=1. (5) Given the reactants [F:1][C:2]1[CH:3]=[C:4]2[C:8](=[CH:9][CH:10]=1)[NH:7][C:6](=[O:11])[CH2:5]2.[Cl:12][C:13]1[CH:18]=[CH:17][C:16]([S:19]([C:22]2[C:23]([CH2:30][CH2:31][C:32]([OH:34])=[O:33])=[C:24]([CH:28]=O)[NH:25][C:26]=2[CH3:27])(=[O:21])=[O:20])=[CH:15][CH:14]=1.N1CCCCC1, predict the reaction product. The product is: [Cl:12][C:13]1[CH:14]=[CH:15][C:16]([S:19]([C:22]2[C:23]([CH2:30][CH2:31][C:32]([OH:34])=[O:33])=[C:24](/[CH:28]=[C:5]3\[C:6](=[O:11])[NH:7][C:8]4[C:4]\3=[CH:3][C:2]([F:1])=[CH:10][CH:9]=4)[NH:25][C:26]=2[CH3:27])(=[O:20])=[O:21])=[CH:17][CH:18]=1. (6) Given the reactants [CH2:1]([O:8][C:9]([N:11]1[CH2:16][C@H:15]([O:17][CH2:18][C:19]2[CH:20]=[CH:21][C:22]3[O:27][CH2:26][CH2:25][N:24]([CH2:28][CH2:29][CH2:30][O:31][CH3:32])[C:23]=3[CH:33]=2)[C@@H:14]([C:34]2[CH:39]=[CH:38][C:37]([O:40][CH3:41])=[CH:36][CH:35]=2)[CH2:13][C@H:12]1[CH2:42][CH2:43][NH2:44])=[O:10])[C:2]1[CH:7]=[CH:6][CH:5]=[CH:4][CH:3]=1.[C:45](O)(=[O:52])[C:46]1[CH:51]=[CH:50][CH:49]=[CH:48][CH:47]=1, predict the reaction product. The product is: [CH2:1]([O:8][C:9]([N:11]1[CH2:16][C@H:15]([O:17][CH2:18][C:19]2[CH:20]=[CH:21][C:22]3[O:27][CH2:26][CH2:25][N:24]([CH2:28][CH2:29][CH2:30][O:31][CH3:32])[C:23]=3[CH:33]=2)[C@@H:14]([C:34]2[CH:39]=[CH:38][C:37]([O:40][CH3:41])=[CH:36][CH:35]=2)[CH2:13][C@H:12]1[CH2:42][CH2:43][NH:44][C:45](=[O:52])[C:46]1[CH:51]=[CH:50][CH:49]=[CH:48][CH:47]=1)=[O:10])[C:2]1[CH:7]=[CH:6][CH:5]=[CH:4][CH:3]=1.